This data is from Catalyst prediction with 721,799 reactions and 888 catalyst types from USPTO. The task is: Predict which catalyst facilitates the given reaction. (1) Reactant: [CH3:1][C:2]1[NH:3][C:4]([NH2:7])=[N:5][N:6]=1.[S:8]1[CH2:13][CH2:12][C:11](=O)[CH2:10][CH2:9]1.C([BH3-])#N.[Na+].O. Product: [CH3:1][C:2]1[NH:3][C:4]([NH:7][CH:11]2[CH2:12][CH2:13][S:8][CH2:9][CH2:10]2)=[N:5][N:6]=1. The catalyst class is: 15. (2) Reactant: [Cl:1][C:2]1[CH:3]=[C:4]([CH:12]=[O:13])[C:5]2[O:10][CH2:9][CH2:8][O:7][C:6]=2[CH:11]=1.[CH3:14][Mg+].[Br-]. Product: [Cl:1][C:2]1[CH:3]=[C:4]([CH:12]([OH:13])[CH3:14])[C:5]2[O:10][CH2:9][CH2:8][O:7][C:6]=2[CH:11]=1. The catalyst class is: 27. (3) Reactant: [CH3:1][N:2]1[C:6]2[CH:7]=[CH:8][C:9]([N:11]3[CH:16]=[C:15]([C:17]#[N:18])[C:14](=[O:19])[N:13]([C@H:20]4[C:28]5[C:23](=[C:24]([C:29]([F:32])([F:31])[F:30])[CH:25]=[CH:26][CH:27]=5)[CH2:22][CH2:21]4)[C:12]3=[O:33])=[CH:10][C:5]=2[O:4][C:3]1=[O:34].C([Sn](=O)CCCC)CCC.C[Si]([N:49]=[N+:50]=[N-:51])(C)C.C(O)C. Product: [CH3:1][N:2]1[C:6]2[CH:7]=[CH:8][C:9]([N:11]3[CH:16]=[C:15]([C:17]4[NH:51][N:50]=[N:49][N:18]=4)[C:14](=[O:19])[N:13]([C@H:20]4[C:28]5[C:23](=[C:24]([C:29]([F:31])([F:32])[F:30])[CH:25]=[CH:26][CH:27]=5)[CH2:22][CH2:21]4)[C:12]3=[O:33])=[CH:10][C:5]=2[O:4][C:3]1=[O:34]. The catalyst class is: 11.